Dataset: Peptide-MHC class I binding affinity with 185,985 pairs from IEDB/IMGT. Task: Regression. Given a peptide amino acid sequence and an MHC pseudo amino acid sequence, predict their binding affinity value. This is MHC class I binding data. (1) The binding affinity (normalized) is 0.0847. The peptide sequence is MLTNASGHA. The MHC is HLA-B18:01 with pseudo-sequence HLA-B18:01. (2) The peptide sequence is GPMMCPFLF. The MHC is HLA-B07:02 with pseudo-sequence HLA-B07:02. The binding affinity (normalized) is 0.541.